This data is from Reaction yield outcomes from USPTO patents with 853,638 reactions. The task is: Predict the reaction yield, written as a fraction of the theoretical maximum amount of product (1.0 means a 100% yield; for example, 0.34 means a 34% yield). The reactants are Br[C:2]1[N:3]=[C:4]2[C:10]([C:11](=[O:16])[C:12]([CH3:15])([CH3:14])[CH3:13])=[CH:9][N:8]([CH2:17][O:18][CH2:19][CH2:20][Si:21]([CH3:24])([CH3:23])[CH3:22])[C:5]2=[N:6][CH:7]=1.[C:25]1([OH:31])[CH:30]=[CH:29][CH:28]=[CH:27][CH:26]=1.P([O-])([O-])([O-])=O.[K+].[K+].[K+].C(P(C(C)(C)C)C1C=CC=CC=1C1C=CC=CC=1N(C)C)(C)(C)C. The catalyst is C1(C)C=CC=CC=1.CC([O-])=O.CC([O-])=O.[Pd+2]. The product is [CH3:13][C:12]([CH3:15])([CH3:14])[C:11]([C:10]1[C:4]2[C:5](=[N:6][CH:7]=[C:2]([O:31][C:25]3[CH:30]=[CH:29][CH:28]=[CH:27][CH:26]=3)[N:3]=2)[N:8]([CH2:17][O:18][CH2:19][CH2:20][Si:21]([CH3:24])([CH3:23])[CH3:22])[CH:9]=1)=[O:16]. The yield is 0.620.